From a dataset of hERG Central: cardiac toxicity at 1µM, 10µM, and general inhibition. Predict hERG channel inhibition at various concentrations. (1) The compound is N#Cc1ccccc1Oc1ccc(S(=O)(=O)N2CCCCC2)cn1. Results: hERG_inhib (hERG inhibition (general)): blocker. (2) The compound is CCOc1ccc(NC(=S)N2CCCN(Cc3cc(C)ccc3C)C2)cc1. Results: hERG_inhib (hERG inhibition (general)): blocker. (3) The drug is Cc1nn(-c2ccc(Cl)cc2)c2[nH]c(=O)c(CNCc3ccc4c(c3)OCO4)cc12. Results: hERG_inhib (hERG inhibition (general)): blocker. (4) The drug is COc1ccc(N2CCN(CCCNC(=O)C(=O)c3c[nH]c4ccccc34)CC2)cc1. Results: hERG_inhib (hERG inhibition (general)): blocker. (5) The drug is COc1ccc(C(c2nnnn2Cc2ccccc2)N2CCN(C(=O)c3ccco3)CC2)cc1. Results: hERG_inhib (hERG inhibition (general)): blocker. (6) The molecule is Cc1ccc(OCC(=O)N2CCN(C3=NS(=O)(=O)c4ccccc43)CC2)cc1. Results: hERG_inhib (hERG inhibition (general)): blocker. (7) Results: hERG_inhib (hERG inhibition (general)): blocker. The compound is CCc1ccc(CN(C)CCc2ccccn2)cc1. (8) The molecule is Cl.c1ccc(CCCN2CCN(CCOC(c3ccccc3)c3ccccc3)CC2)cc1. Results: hERG_inhib (hERG inhibition (general)): blocker. (9) The drug is CCCCCCc1cc2cc(C(N)=O)c(=N)oc2cc1O. Results: hERG_inhib (hERG inhibition (general)): blocker.